Dataset: Full USPTO retrosynthesis dataset with 1.9M reactions from patents (1976-2016). Task: Predict the reactants needed to synthesize the given product. (1) Given the product [Br:1][C:2]1[CH:7]=[CH:6][C:5]([O:8][CH2:9][CH2:10][CH2:11][N:14]2[CH2:19][CH2:18][O:17][CH2:16][CH2:15]2)=[C:4]([F:13])[CH:3]=1, predict the reactants needed to synthesize it. The reactants are: [Br:1][C:2]1[CH:7]=[CH:6][C:5]([O:8][CH2:9][CH2:10][CH2:11]Cl)=[C:4]([F:13])[CH:3]=1.[NH:14]1[CH2:19][CH2:18][O:17][CH2:16][CH2:15]1. (2) Given the product [NH:24]1[CH2:25][CH2:26][C@@H:23]1[CH2:22][N:7]1[CH:6]=[C:5]([C:1]([CH3:4])([CH3:3])[CH3:2])[S:9]/[C:8]/1=[N:10]\[C:11](=[O:21])[C:12]1[CH:17]=[C:16]([Cl:18])[CH:15]=[CH:14][C:13]=1[O:19][CH3:20], predict the reactants needed to synthesize it. The reactants are: [C:1]([C:5]1[S:9]/[C:8](=[N:10]\[C:11](=[O:21])[C:12]2[CH:17]=[C:16]([Cl:18])[CH:15]=[CH:14][C:13]=2[O:19][CH3:20])/[N:7]([CH2:22][C@@H:23]2[CH2:26][CH2:25][N:24]2C(OC(C)(C)C)=O)[CH:6]=1)([CH3:4])([CH3:3])[CH3:2].FC(F)(F)C(O)=O.CO. (3) Given the product [C:37]([C:33]1[C:34]([CH3:36])=[CH:35][C:30]([C:27]2[CH2:28][CH2:29][N:24]([C:22]([C@@H:12]3[C@@H:11]([C:40]([O:42][CH3:43])=[O:41])[CH2:10][C@@H:9]([OH:8])[CH2:14][N:13]3[C:15]([O:17][C:18]([CH3:20])([CH3:19])[CH3:21])=[O:16])=[O:23])[CH2:25][CH:26]=2)=[CH:31][C:32]=1[CH3:39])#[N:38], predict the reactants needed to synthesize it. The reactants are: ClC1C=C([O:8][C@@H:9]2[CH2:14][N:13]([C:15]([O:17][C:18]([CH3:21])([CH3:20])[CH3:19])=[O:16])[C@H:12]([C:22]([N:24]3[CH2:29][CH:28]=[C:27]([C:30]4[CH:35]=[C:34]([CH3:36])[C:33]([C:37]#[N:38])=[C:32]([CH3:39])[CH:31]=4)[CH2:26][CH2:25]3)=[O:23])[C@@H:11]([C:40]([O:42][CH3:43])=[O:41])[CH2:10]2)C=NC=1.NO.